Predict the reaction yield, written as a fraction of the theoretical maximum amount of product (1.0 means a 100% yield; for example, 0.34 means a 34% yield). From a dataset of Reaction yield outcomes from USPTO patents with 853,638 reactions. (1) The reactants are [C:1]([O:4][C:5](=O)[CH3:6])(=[O:3])[CH3:2].[CH3:8][O:9][C:10]1[CH:11]=[C:12]([C:18]2[S:19][CH:20]=[C:21]([CH2:23][C:24](=[O:34])[CH2:25][C:26]3[CH:31]=CC(O)=[C:28]([OH:33])[CH:27]=3)[N:22]=2)[CH:13]=[CH:14][C:15]=1[O:16][CH3:17].C[OH:36].N1[CH:42]=[CH:41]C=CC=1. No catalyst specified. The product is [CH3:8][O:9][C:10]1[CH:11]=[C:12]([C:18]2[S:19][CH:20]=[C:21]([CH2:23][C:24](=[O:34])[CH2:25][C:26]3[CH:31]=[CH:6][C:5]([O:4][C:1](=[O:3])[CH3:2])=[C:28]([O:33][C:41](=[O:36])[CH3:42])[CH:27]=3)[N:22]=2)[CH:13]=[CH:14][C:15]=1[O:16][CH3:17]. The yield is 0.540. (2) The reactants are [Li]CCCC.[CH2:6]([O:13][C:14]1[CH:19]=[C:18](Br)[CH:17]=[CH:16][C:15]=1[O:21][CH3:22])[C:7]1[CH:12]=[CH:11][CH:10]=[CH:9][CH:8]=1.[CH2:23]([O:30][C:31]1[CH:32]=[C:33]([CH:36]=[CH:37][C:38]=1[O:39][CH3:40])[CH:34]=[O:35])[C:24]1[CH:29]=[CH:28][CH:27]=[CH:26][CH:25]=1.O. The catalyst is C1COCC1. The product is [CH2:6]([O:13][C:14]1[CH:19]=[C:18]([CH:34]([C:33]2[CH:36]=[CH:37][C:38]([O:39][CH3:40])=[C:31]([O:30][CH2:23][C:24]3[CH:29]=[CH:28][CH:27]=[CH:26][CH:25]=3)[CH:32]=2)[OH:35])[CH:17]=[CH:16][C:15]=1[O:21][CH3:22])[C:7]1[CH:12]=[CH:11][CH:10]=[CH:9][CH:8]=1. The yield is 0.520. (3) The reactants are [NH2:1][C:2]1[N:7]=[CH:6][N:5]=[C:4]2[N:8]([CH:12]([C:14]3[O:15][C:16]4[C:21]([C:22](=[O:31])[C:23]=3[C:24]3[CH:29]=[CH:28][CH:27]=[C:26]([F:30])[CH:25]=3)=[CH:20][CH:19]=[CH:18][CH:17]=4)[CH3:13])[N:9]=[C:10](I)[C:3]=12.[CH3:32][C:33]1[C:41]2[C:36](=[CH:37][CH:38]=[C:39](B3OC(C)(C)C(C)(C)O3)[CH:40]=2)[NH:35][CH:34]=1.C(=O)([O-])[O-].[Na+].[Na+].ClCCl. The catalyst is CN(C=O)C.C(O)C.O. The product is [NH2:1][C:2]1[N:7]=[CH:6][N:5]=[C:4]2[N:8]([CH:12]([C:14]3[O:15][C:16]4[C:21]([C:22](=[O:31])[C:23]=3[C:24]3[CH:29]=[CH:28][CH:27]=[C:26]([F:30])[CH:25]=3)=[CH:20][CH:19]=[CH:18][CH:17]=4)[CH3:13])[N:9]=[C:10]([C:39]3[CH:40]=[C:41]4[C:36](=[CH:37][CH:38]=3)[NH:35][CH:34]=[C:33]4[CH3:32])[C:3]=12. The yield is 0.130. (4) The reactants are Br[C:2]1[S:6][C:5]([C:7]2[CH:8]=[CH:9][C:10]([F:15])=[C:11]([CH:14]=2)[C:12]#[N:13])=[N:4][CH:3]=1.[C:16]([Si:20]([CH3:41])([CH3:40])[O:21][C@@H:22]1[C:30]2[C:25](=[C:26](B3OC(C)(C)C(C)(C)O3)[CH:27]=[CH:28][CH:29]=2)[CH2:24][CH2:23]1)([CH3:19])([CH3:18])[CH3:17].C(=O)([O-])[O-].[K+].[K+].N#N. The catalyst is C1C=CC([P]([Pd]([P](C2C=CC=CC=2)(C2C=CC=CC=2)C2C=CC=CC=2)([P](C2C=CC=CC=2)(C2C=CC=CC=2)C2C=CC=CC=2)[P](C2C=CC=CC=2)(C2C=CC=CC=2)C2C=CC=CC=2)(C2C=CC=CC=2)C2C=CC=CC=2)=CC=1.COCCOC.O. The product is [Si:20]([O:21][C@@H:22]1[C:30]2[C:25](=[C:26]([C:2]3[S:6][C:5]([C:7]4[CH:8]=[CH:9][C:10]([F:15])=[C:11]([CH:14]=4)[C:12]#[N:13])=[N:4][CH:3]=3)[CH:27]=[CH:28][CH:29]=2)[CH2:24][CH2:23]1)([C:16]([CH3:19])([CH3:18])[CH3:17])([CH3:41])[CH3:40]. The yield is 0.600. (5) The reactants are [BH4-].[Na+].[CH3:3][O:4][C:5]1[CH:6]=[C:7]([CH:22]=[O:23])[C:8]2[O:12][C:11]([C:13]3[CH:18]=[CH:17][C:16]([O:19][CH3:20])=[CH:15][CH:14]=3)=[N:10][C:9]=2[CH:21]=1. The catalyst is CO. The product is [CH3:3][O:4][C:5]1[CH:6]=[C:7]([CH2:22][OH:23])[C:8]2[O:12][C:11]([C:13]3[CH:14]=[CH:15][C:16]([O:19][CH3:20])=[CH:17][CH:18]=3)=[N:10][C:9]=2[CH:21]=1. The yield is 0.830. (6) The reactants are [OH:1][C:2]1[CH:3]=[C:4]2[O:32][CH2:31][O:30][C:5]2=[N:6][C:7]=1[C:8]1([CH2:28]O)[C:16]2[C:11](=[CH:12][CH:13]=[CH:14][CH:15]=2)[N:10]([CH2:17][C:18]2[O:19][C:20]([C:23]([F:26])([F:25])[F:24])=[CH:21][CH:22]=2)[C:9]1=[O:27].C1(P(C2C=CC=CC=2)C2C=CC=CC=2)C=CC=CC=1.N(C(OCC)=O)=NC(OCC)=O. The catalyst is O1CCCC1. The product is [F:24][C:23]([F:25])([F:26])[C:20]1[O:19][C:18]([CH2:17][N:10]2[C:11]3[C:16](=[CH:15][CH:14]=[CH:13][CH:12]=3)[C:8]3([C:7]4[N:6]=[C:5]5[O:30][CH2:31][O:32][C:4]5=[CH:3][C:2]=4[O:1][CH2:28]3)[C:9]2=[O:27])=[CH:22][CH:21]=1. The yield is 0.580. (7) The reactants are I[C:2]1[CH:7]=[CH:6][C:5]([CH3:8])=[CH:4][CH:3]=1.[CH3:9][C:10]1[CH:11]=[CH:12][C:13]([S:16]([NH2:19])(=[O:18])=[O:17])=[CH:14][CH:15]=1.C([O-])([O-])=O.[K+].[K+].CN[C@@H]1CCCC[C@H]1NC.[NH4+].[Cl-]. The product is [CH3:8][C:5]1[CH:6]=[CH:7][C:2]([NH:19][S:16]([C:13]2[CH:14]=[CH:15][C:10]([CH3:9])=[CH:11][CH:12]=2)(=[O:17])=[O:18])=[CH:3][CH:4]=1. The yield is 0.960. The catalyst is [Cu]I.CN(C)C=O. (8) The reactants are [OH:1][CH2:2][C:3]([C:6]1[O:10][N:9]=[C:8]([NH:11][C:12](=[O:20])[O:13][C:14]2[CH:19]=[CH:18][CH:17]=[CH:16][CH:15]=2)[CH:7]=1)([CH3:5])[CH3:4].N1C=CC=CC=1.[N+:27]([C:30]1[CH:35]=[CH:34][C:33]([S:36](Cl)(=[O:38])=[O:37])=[CH:32][CH:31]=1)([O-:29])=[O:28]. The catalyst is ClCCl. The product is [N+:27]([C:30]1[CH:31]=[CH:32][C:33]([S:36]([O:1][CH2:2][C:3]([CH3:4])([C:6]2[O:10][N:9]=[C:8]([NH:11][C:12]([O:13][C:14]3[CH:19]=[CH:18][CH:17]=[CH:16][CH:15]=3)=[O:20])[CH:7]=2)[CH3:5])(=[O:38])=[O:37])=[CH:34][CH:35]=1)([O-:29])=[O:28]. The yield is 0.600. (9) The reactants are [CH2:1]([O:3][C:4]([C@H:6]1[C@@H:11]([NH2:12])[C@H:10]2[CH2:13][C@@H:7]1[CH2:8][CH2:9]2)=[O:5])[CH3:2].[F:14][C:15]1[CH:22]=[CH:21][C:18]([CH:19]=O)=[CH:17][CH:16]=1.C(O)(=O)C.C([BH3-])#N.[Na+]. The catalyst is C(O)C.C(OCC)(=O)C. The product is [CH2:1]([O:3][C:4]([C@H:6]1[C@@H:11]([NH:12][CH2:19][C:18]2[CH:21]=[CH:22][C:15]([F:14])=[CH:16][CH:17]=2)[C@H:10]2[CH2:13][C@@H:7]1[CH2:8][CH2:9]2)=[O:5])[CH3:2]. The yield is 0.950.